From a dataset of Reaction yield outcomes from USPTO patents with 853,638 reactions. Predict the reaction yield, written as a fraction of the theoretical maximum amount of product (1.0 means a 100% yield; for example, 0.34 means a 34% yield). (1) The reactants are [CH2:1]([O:3][C:4](=[O:13])[CH2:5][C:6]1[N:7]=[N:8][C:9]([Cl:12])=[CH:10][CH:11]=1)[CH3:2].Br[CH2:15][CH2:16]Br. No catalyst specified. The product is [CH2:1]([O:3][C:4]([C:5]1([C:6]2[N:7]=[N:8][C:9]([Cl:12])=[CH:10][CH:11]=2)[CH2:16][CH2:15]1)=[O:13])[CH3:2]. The yield is 0.200. (2) The reactants are [O:1]=[C:2]1[NH:6][CH2:5][CH:4]([C:7]([O:9][CH3:10])=[O:8])[CH2:3]1.C(=O)([O-])[O-].[Cs+].[Cs+].Cl[CH2:18][C:19]1[CH:24]=[CH:23][C:22]([O:25][CH3:26])=[CH:21][CH:20]=1. The catalyst is CN(C)C=O.O. The product is [CH3:26][O:25][C:22]1[CH:23]=[CH:24][C:19]([CH2:18][N:6]2[C:2](=[O:1])[CH2:3][CH:4]([C:7]([O:9][CH3:10])=[O:8])[CH2:5]2)=[CH:20][CH:21]=1. The yield is 0.280. (3) The product is [CH2:19]([C:5]1([CH2:13][CH2:14][CH2:2][CH2:3][CH2:4][CH2:12][CH2:11][CH3:10])[C:4]2[CH:3]=[C:2]([Br:1])[CH:14]=[CH:13][C:12]=2[C:11]2[C:6]1=[CH:7][C:8]([Br:15])=[CH:9][CH:10]=2)[CH2:20][CH2:21][CH2:22][CH2:23][CH2:24][CH2:25][CH3:26]. The reactants are [Br:1][C:2]1[CH:14]=[CH:13][C:12]2[C:11]3[C:6](=[CH:7][C:8]([Br:15])=[CH:9][CH:10]=3)[CH2:5][C:4]=2[CH:3]=1.[H-].[Na+].Br[CH2:19][CH2:20][CH2:21][CH2:22][CH2:23][CH2:24][CH2:25][CH3:26]. The yield is 0.753. The catalyst is C1COCC1.